Task: Predict the reaction yield, written as a fraction of the theoretical maximum amount of product (1.0 means a 100% yield; for example, 0.34 means a 34% yield).. Dataset: Reaction yield outcomes from USPTO patents with 853,638 reactions (1) The reactants are IC1C=[CH:9][CH:8]=[C:7]([CH3:11])[C:3]=1[C:4]([OH:6])=[O:5].C1C=CC(P(C2C=CC=CC=2)C2C=CC=CC=2)=CC=1.[CH2:42]([Sn]([CH2:42][CH2:43][CH2:44][CH3:45])([CH2:42][CH2:43][CH2:44][CH3:45])C=C)[CH2:43][CH2:44][CH3:45]. The catalyst is C1COCC1.CC([O-])=O.CC([O-])=O.[Pd+2]. The product is [CH3:11][C:7]1[CH:8]=[CH:9][CH:42]=[C:43]([CH:44]=[CH2:45])[C:3]=1[C:4]([OH:6])=[O:5]. The yield is 0.950. (2) The yield is 0.750. The product is [CH3:1][O:2][C:3]1[CH:8]=[CH:7][CH:6]=[CH:5][C:4]=1[S:9][CH2:21][CH2:17][C:18]([OH:20])=[O:19]. The catalyst is CN(C=O)C. The reactants are [CH3:1][O:2][C:3]1[CH:8]=[CH:7][CH:6]=[CH:5][C:4]=1[SH:9].C(=O)([O-])[O-].[K+].[K+].Br[CH:17]([CH3:21])[C:18]([OH:20])=[O:19]. (3) The reactants are [N:1]1[CH:6]=[CH:5][CH:4]=[C:3]([N:7]2[CH2:13][CH:12]3[CH:8]2[CH2:9][NH:10][CH2:11]3)[CH:2]=1.[C:14]([OH:21])(=[O:20])/[CH:15]=[CH:16]/[C:17]([OH:19])=[O:18]. The catalyst is CO.C(OC(=O)C)(C)C. The product is [C:14]([OH:21])(=[O:20])/[CH:15]=[CH:16]/[C:17]([OH:19])=[O:18].[N:1]1[CH:6]=[CH:5][CH:4]=[C:3]([N:7]2[CH2:13][C@@H:12]3[C@H:8]2[CH2:9][NH:10][CH2:11]3)[CH:2]=1. The yield is 0.440. (4) The reactants are [CH3:1][C:2]1([CH3:20])[O:7][CH2:6][CH:5]([CH2:8][O:9][C:10]2[C:15]([CH3:16])=[CH:14][N:13]=[C:12]([CH2:17]O)[C:11]=2[CH3:19])[CH2:4][O:3]1.C(N(CC)CC)C.CS(Cl)(=O)=O.[SH:33][C:34]1[NH:35][C:36]2[CH:42]=[CH:41][CH:40]=[CH:39][C:37]=2[N:38]=1.C(=O)([O-])O.[Na+]. The catalyst is C(OCC)(=O)C.O1CCCC1. The product is [CH3:1][C:2]1([CH3:20])[O:7][CH2:6][CH:5]([CH2:8][O:9][C:10]2[C:15]([CH3:16])=[CH:14][N:13]=[C:12]([CH2:17][S:33][C:34]3[NH:38][C:37]4[CH:39]=[CH:40][CH:41]=[CH:42][C:36]=4[N:35]=3)[C:11]=2[CH3:19])[CH2:4][O:3]1. The yield is 0.597.